This data is from Catalyst prediction with 721,799 reactions and 888 catalyst types from USPTO. The task is: Predict which catalyst facilitates the given reaction. (1) Reactant: [C:1]1([CH2:7][CH2:8][N:9]2[C:17]3[C:12](=[CH:13][CH:14]=[CH:15][CH:16]=3)[CH:11]=[C:10]2[C:18]([O:20]C)=[O:19])[CH:6]=[CH:5][CH:4]=[CH:3][CH:2]=1.[OH-].[Na+].Cl. Product: [C:1]1([CH2:7][CH2:8][N:9]2[C:17]3[C:12](=[CH:13][CH:14]=[CH:15][CH:16]=3)[CH:11]=[C:10]2[C:18]([OH:20])=[O:19])[CH:6]=[CH:5][CH:4]=[CH:3][CH:2]=1. The catalyst class is: 430. (2) Product: [C:1]([C:5]1[CH:12]=[CH:11][CH:10]=[C:7]2[C:6]=1[O:13][CH2:16][C:15]([C:14]#[N:17])=[CH:8]2)([CH3:4])([CH3:3])[CH3:2]. The catalyst class is: 74. Reactant: [C:1]([C:5]1[C:6]([OH:13])=[C:7]([CH:10]=[CH:11][CH:12]=1)[CH:8]=O)([CH3:4])([CH3:3])[CH3:2].[C:14](#[N:17])[CH:15]=[CH2:16].N12CCN(CC1)CC2. (3) Reactant: Br[C:2]1[CH:3]=[C:4]([N:13]([C@H:16]2[CH2:21][CH2:20][C@H:19]([N:22]([CH3:24])[CH3:23])[CH2:18][CH2:17]2)[CH2:14][CH3:15])[C:5]([CH3:12])=[C:6]([CH:11]=1)[C:7]([O:9][CH3:10])=[O:8].[B:25]1([B:25]2[O:29][C:28]([CH3:31])([CH3:30])[C:27]([CH3:33])([CH3:32])[O:26]2)[O:29][C:28]([CH3:31])([CH3:30])[C:27]([CH3:33])([CH3:32])[O:26]1.C([O-])(=O)C.[K+]. Product: [CH3:23][N:22]([CH3:24])[C@H:19]1[CH2:20][CH2:21][C@H:16]([N:13]([CH2:14][CH3:15])[C:4]2[C:5]([CH3:12])=[C:6]([CH:11]=[C:2]([B:25]3[O:29][C:28]([CH3:31])([CH3:30])[C:27]([CH3:33])([CH3:32])[O:26]3)[CH:3]=2)[C:7]([O:9][CH3:10])=[O:8])[CH2:17][CH2:18]1. The catalyst class is: 117. (4) Reactant: [Si]([O:8][CH2:9][C@@H:10]([N:39]([S:45]([C:48]1[CH:53]=[CH:52][C:51]([CH2:54][O:55][Si](C(C)(C)C)(C)C)=[CH:50][CH:49]=1)(=[O:47])=[O:46])[CH2:40][CH2:41][CH2:42][CH2:43][CH3:44])[CH2:11][CH2:12][C:13]([F:38])([F:37])[CH2:14][NH:15][C:16](=[O:36])[C@H:17]([CH:23]([C:30]1[CH:35]=[CH:34][CH:33]=[CH:32][CH:31]=1)[C:24]1[CH:29]=[CH:28][CH:27]=[CH:26][CH:25]=1)[NH:18][C:19]([O:21][CH3:22])=[O:20])(C(C)(C)C)(C)C.CCCC[N+](CCCC)(CCCC)CCCC.[F-]. Product: [F:38][C:13]([F:37])([CH2:12][CH2:11][C@H:10]([N:39]([S:45]([C:48]1[CH:49]=[CH:50][C:51]([CH2:54][OH:55])=[CH:52][CH:53]=1)(=[O:47])=[O:46])[CH2:40][CH2:41][CH2:42][CH2:43][CH3:44])[CH2:9][OH:8])[CH2:14][NH:15][C:16](=[O:36])[C@H:17]([CH:23]([C:30]1[CH:35]=[CH:34][CH:33]=[CH:32][CH:31]=1)[C:24]1[CH:25]=[CH:26][CH:27]=[CH:28][CH:29]=1)[NH:18][C:19]([O:21][CH3:22])=[O:20]. The catalyst class is: 1. (5) Reactant: [Br:1][C:2]1[CH:7]=[CH:6][C:5]([C:8]2[C:13]([C:14]3[C:19]([F:20])=[CH:18][C:17]([F:21])=[CH:16][C:15]=3[F:22])=[C:12]([Cl:23])[N:11]=[N:10][C:9]=2Cl)=[CH:4][CH:3]=1.[CH3:25][O-:26].[Na+].CO. Product: [Br:1][C:2]1[CH:7]=[CH:6][C:5]([C:8]2[C:13]([C:14]3[C:19]([F:20])=[CH:18][C:17]([F:21])=[CH:16][C:15]=3[F:22])=[C:12]([Cl:23])[N:11]=[N:10][C:9]=2[O:26][CH3:25])=[CH:4][CH:3]=1. The catalyst class is: 6.